From a dataset of NCI-60 drug combinations with 297,098 pairs across 59 cell lines. Regression. Given two drug SMILES strings and cell line genomic features, predict the synergy score measuring deviation from expected non-interaction effect. Drug 1: C(CC(=O)O)C(=O)CN.Cl. Drug 2: C1CC(=O)NC(=O)C1N2C(=O)C3=CC=CC=C3C2=O. Cell line: IGROV1. Synergy scores: CSS=-1.83, Synergy_ZIP=2.31, Synergy_Bliss=2.33, Synergy_Loewe=-0.949, Synergy_HSA=-2.81.